From a dataset of Catalyst prediction with 721,799 reactions and 888 catalyst types from USPTO. Predict which catalyst facilitates the given reaction. (1) Reactant: [CH:1]([C:3]1[CH:13]=[CH:12][C:6]([C:7]([O:9][CH2:10][CH3:11])=[O:8])=[CH:5][C:4]=1[N+:14]([O-])=O)=O.N12CCCN=C1CCCCC2.C1C=CC([P+](C2C=CC=CC=2)(C2C=CC=CC=2)[CH2:35][C:36]2[CH:41]=[C:40]([C:42]#[N:43])[CH:39]=[CH:38][CH:37]=2)=CC=1.[Br-]. Product: [NH2:14][C:4]1[CH:5]=[C:6]([CH:12]=[CH:13][C:3]=1[CH2:1][CH2:35][C:36]1[CH:37]=[CH:38][CH:39]=[C:40]([C:42]#[N:43])[CH:41]=1)[C:7]([O:9][CH2:10][CH3:11])=[O:8]. The catalyst class is: 11. (2) Reactant: [Br:1][C:2]1[CH:9]=[CH:8][C:5]([C:6]#[N:7])=[C:4](F)[CH:3]=1.[CH3:11][O:12][CH2:13][CH:14]([NH2:16])[CH3:15].C(N(C(C)C)CC)(C)C.CS(C)=O. Product: [Br:1][C:2]1[CH:9]=[CH:8][C:5]([C:6]#[N:7])=[C:4]([NH:16][CH:14]([CH3:15])[CH2:13][O:12][CH3:11])[CH:3]=1. The catalyst class is: 13.